This data is from NCI-60 drug combinations with 297,098 pairs across 59 cell lines. The task is: Regression. Given two drug SMILES strings and cell line genomic features, predict the synergy score measuring deviation from expected non-interaction effect. (1) Drug 1: C1CCC(CC1)NC(=O)N(CCCl)N=O. Drug 2: CCCCCOC(=O)NC1=NC(=O)N(C=C1F)C2C(C(C(O2)C)O)O. Cell line: SW-620. Synergy scores: CSS=9.41, Synergy_ZIP=-8.48, Synergy_Bliss=-1.92, Synergy_Loewe=-28.5, Synergy_HSA=-4.36. (2) Drug 1: CN(C)N=NC1=C(NC=N1)C(=O)N. Drug 2: C1=CC(=CC=C1C#N)C(C2=CC=C(C=C2)C#N)N3C=NC=N3. Cell line: HT29. Synergy scores: CSS=-1.92, Synergy_ZIP=-0.229, Synergy_Bliss=-2.94, Synergy_Loewe=-6.98, Synergy_HSA=-5.70. (3) Drug 1: C1CCC(C1)C(CC#N)N2C=C(C=N2)C3=C4C=CNC4=NC=N3. Drug 2: COC1=NC(=NC2=C1N=CN2C3C(C(C(O3)CO)O)O)N. Cell line: HS 578T. Synergy scores: CSS=-4.25, Synergy_ZIP=5.85, Synergy_Bliss=8.11, Synergy_Loewe=-2.26, Synergy_HSA=0.554. (4) Drug 1: C1=CC(=C(C=C1I)F)NC2=C(C=CC(=C2F)F)C(=O)NOCC(CO)O. Drug 2: CC(C)(C#N)C1=CC=C(C=C1)N2C3=C4C=C(C=CC4=NC=C3N(C2=O)C)C5=CC6=CC=CC=C6N=C5. Cell line: UACC62. Synergy scores: CSS=75.0, Synergy_ZIP=2.96, Synergy_Bliss=2.23, Synergy_Loewe=8.43, Synergy_HSA=11.1.